Dataset: NCI-60 drug combinations with 297,098 pairs across 59 cell lines. Task: Regression. Given two drug SMILES strings and cell line genomic features, predict the synergy score measuring deviation from expected non-interaction effect. (1) Drug 1: C1=C(C(=O)NC(=O)N1)N(CCCl)CCCl. Drug 2: C1=NC2=C(N=C(N=C2N1C3C(C(C(O3)CO)O)F)Cl)N. Cell line: BT-549. Synergy scores: CSS=20.5, Synergy_ZIP=-10.3, Synergy_Bliss=-8.77, Synergy_Loewe=-12.7, Synergy_HSA=-4.52. (2) Drug 1: CC1=C(N=C(N=C1N)C(CC(=O)N)NCC(C(=O)N)N)C(=O)NC(C(C2=CN=CN2)OC3C(C(C(C(O3)CO)O)O)OC4C(C(C(C(O4)CO)O)OC(=O)N)O)C(=O)NC(C)C(C(C)C(=O)NC(C(C)O)C(=O)NCCC5=NC(=CS5)C6=NC(=CS6)C(=O)NCCC[S+](C)C)O. Drug 2: COC1=C2C(=CC3=C1OC=C3)C=CC(=O)O2. Cell line: HT29. Synergy scores: CSS=17.7, Synergy_ZIP=-2.80, Synergy_Bliss=-2.83, Synergy_Loewe=-23.4, Synergy_HSA=-0.807. (3) Synergy scores: CSS=74.6, Synergy_ZIP=7.14, Synergy_Bliss=6.41, Synergy_Loewe=7.59, Synergy_HSA=12.5. Drug 2: CC1=C2C(C(=O)C3(C(CC4C(C3C(C(C2(C)C)(CC1OC(=O)C(C(C5=CC=CC=C5)NC(=O)OC(C)(C)C)O)O)OC(=O)C6=CC=CC=C6)(CO4)OC(=O)C)OC)C)OC. Drug 1: CCCS(=O)(=O)NC1=C(C(=C(C=C1)F)C(=O)C2=CNC3=C2C=C(C=N3)C4=CC=C(C=C4)Cl)F. Cell line: M14. (4) Drug 1: CCC1=C2CN3C(=CC4=C(C3=O)COC(=O)C4(CC)O)C2=NC5=C1C=C(C=C5)O. Drug 2: B(C(CC(C)C)NC(=O)C(CC1=CC=CC=C1)NC(=O)C2=NC=CN=C2)(O)O. Cell line: HOP-92. Synergy scores: CSS=65.2, Synergy_ZIP=-1.40, Synergy_Bliss=0.204, Synergy_Loewe=-2.46, Synergy_HSA=0.193. (5) Drug 1: C1CC(=O)NC(=O)C1N2CC3=C(C2=O)C=CC=C3N. Synergy scores: CSS=6.13, Synergy_ZIP=-0.200, Synergy_Bliss=4.82, Synergy_Loewe=3.41, Synergy_HSA=4.77. Drug 2: CS(=O)(=O)OCCCCOS(=O)(=O)C. Cell line: MCF7. (6) Drug 1: CC1=C(C=C(C=C1)NC2=NC=CC(=N2)N(C)C3=CC4=NN(C(=C4C=C3)C)C)S(=O)(=O)N.Cl. Drug 2: CCC1=CC2CC(C3=C(CN(C2)C1)C4=CC=CC=C4N3)(C5=C(C=C6C(=C5)C78CCN9C7C(C=CC9)(C(C(C8N6C)(C(=O)OC)O)OC(=O)C)CC)OC)C(=O)OC.C(C(C(=O)O)O)(C(=O)O)O. Cell line: OVCAR-4. Synergy scores: CSS=16.5, Synergy_ZIP=-10.0, Synergy_Bliss=-5.30, Synergy_Loewe=-18.6, Synergy_HSA=-3.54. (7) Drug 1: C1CC(C1)(C(=O)O)C(=O)O.[NH2-].[NH2-].[Pt+2]. Drug 2: CCN(CC)CCCC(C)NC1=C2C=C(C=CC2=NC3=C1C=CC(=C3)Cl)OC. Cell line: MDA-MB-231. Synergy scores: CSS=13.8, Synergy_ZIP=-5.20, Synergy_Bliss=0.540, Synergy_Loewe=1.10, Synergy_HSA=1.69. (8) Drug 1: CCC1(CC2CC(C3=C(CCN(C2)C1)C4=CC=CC=C4N3)(C5=C(C=C6C(=C5)C78CCN9C7C(C=CC9)(C(C(C8N6C=O)(C(=O)OC)O)OC(=O)C)CC)OC)C(=O)OC)O.OS(=O)(=O)O. Drug 2: C(=O)(N)NO. Cell line: MCF7. Synergy scores: CSS=-3.10, Synergy_ZIP=0.424, Synergy_Bliss=-1.12, Synergy_Loewe=-5.70, Synergy_HSA=-3.77.